From a dataset of Reaction yield outcomes from USPTO patents with 853,638 reactions. Predict the reaction yield, written as a fraction of the theoretical maximum amount of product (1.0 means a 100% yield; for example, 0.34 means a 34% yield). (1) The reactants are [Cl:1][C:2]1[N:3]=[C:4](Cl)[C:5]2[CH2:10][CH2:9][CH:8]([C:11]3[CH:16]=[CH:15][CH:14]=[CH:13][CH:12]=3)[C:6]=2[N:7]=1.[CH:18]1([NH2:21])[CH2:20][CH2:19]1.O. The catalyst is CN1C(=O)CCC1. The product is [Cl:1][C:2]1[N:3]=[C:4]([NH:21][CH:18]2[CH2:20][CH2:19]2)[C:5]2[CH2:10][CH2:9][CH:8]([C:11]3[CH:16]=[CH:15][CH:14]=[CH:13][CH:12]=3)[C:6]=2[N:7]=1. The yield is 0.960. (2) The reactants are COC1C=C(OC)C=CC=1C[NH:6][C:7]1[CH:16]=[N:15][C:14]2[C:9](=[CH:10][C:11]([CH3:17])=[CH:12][CH:13]=2)[N:8]=1.[C:24]([OH:30])([C:26]([F:29])([F:28])[F:27])=[O:25]. The catalyst is C(Cl)Cl. The product is [F:27][C:26]([F:29])([F:28])[C:24]([OH:30])=[O:25].[CH3:17][C:11]1[CH:10]=[C:9]2[C:14]([N:15]=[CH:16][C:7]([NH2:6])=[N:8]2)=[CH:13][CH:12]=1. The yield is 0.850. (3) The reactants are [Cl:1][C:2]1[CH:10]=[C:9]2[C:5]([CH:6]=[C:7]([C:11]3[N:15]4[N:16]=[C:17]([CH3:25])[CH:18]=[C:19]([CH:20]([CH2:23][CH3:24])[CH2:21][CH3:22])[C:14]4=[N:13][C:12]=3[CH3:26])[NH:8]2)=[CH:4][CH:3]=1.[CH3:27]N(C=O)C.[H-].[Na+].CI. The catalyst is CCOC(C)=O. The product is [Cl:1][C:2]1[CH:10]=[C:9]2[C:5]([CH:6]=[C:7]([C:11]3[N:15]4[N:16]=[C:17]([CH3:25])[CH:18]=[C:19]([CH:20]([CH2:21][CH3:22])[CH2:23][CH3:24])[C:14]4=[N:13][C:12]=3[CH3:26])[N:8]2[CH3:27])=[CH:4][CH:3]=1. The yield is 0.400.